Predict the reaction yield, written as a fraction of the theoretical maximum amount of product (1.0 means a 100% yield; for example, 0.34 means a 34% yield). From a dataset of Reaction yield outcomes from USPTO patents with 853,638 reactions. (1) The reactants are [CH3:1][C:2]1[CH:18]=[CH:17][C:5](/[CH:6]=[CH:7]/[C:8]2[S:9][CH:10]=[CH:11][C:12]=2[S:13](Cl)(=[O:15])=[O:14])=[CH:4][CH:3]=1.[NH2:19][C:20]1[O:24][N:23]=[C:22]([CH3:25])[C:21]=1[Br:26]. The yield is 0.340. The product is [Br:26][C:21]1[C:22]([CH3:25])=[N:23][O:24][C:20]=1[NH:19][S:13]([C:12]1[CH:11]=[CH:10][S:9][C:8]=1/[CH:7]=[CH:6]/[C:5]1[CH:17]=[CH:18][C:2]([CH3:1])=[CH:3][CH:4]=1)(=[O:15])=[O:14]. No catalyst specified. (2) The reactants are [O:1]1[C:5]2[CH:6]=[CH:7][C:8]([C:10]3([C:13]([NH:15][C:16]4[N:21]=[C:20]([C:22]5[CH:23]=[N:24][C:25]([O:28]C)=[CH:26][CH:27]=5)[C:19]([CH3:30])=[CH:18][CH:17]=4)=[O:14])[CH2:12][CH2:11]3)=[CH:9][C:4]=2[CH2:3][CH2:2]1.Cl. The catalyst is O1CCOCC1. The product is [O:1]1[C:5]2[CH:6]=[CH:7][C:8]([C:10]3([C:13]([NH:15][C:16]4[CH:17]=[CH:18][C:19]([CH3:30])=[C:20]([C:22]5[CH:27]=[CH:26][C:25](=[O:28])[NH:24][CH:23]=5)[N:21]=4)=[O:14])[CH2:12][CH2:11]3)=[CH:9][C:4]=2[CH2:3][CH2:2]1. The yield is 0.440. (3) The reactants are [C:1]([O:5][C:6]([N:8]1[CH2:13][CH2:12][CH:11]([C:14](=[O:23])[CH2:15][C:16]2[CH:21]=[CH:20][CH:19]=[CH:18][C:17]=2Br)[CH2:10][CH2:9]1)=[O:7])([CH3:4])([CH3:3])[CH3:2].[N:24]1[CH:29]=[CH:28][CH:27]=[C:26](B2OCCCO2)[CH:25]=1.C(=O)([O-])[O-].[Cs+].[Cs+].O. The catalyst is CN(C)C=O.C1C=CC([P]([Pd]([P](C2C=CC=CC=2)(C2C=CC=CC=2)C2C=CC=CC=2)([P](C2C=CC=CC=2)(C2C=CC=CC=2)C2C=CC=CC=2)[P](C2C=CC=CC=2)(C2C=CC=CC=2)C2C=CC=CC=2)(C2C=CC=CC=2)C2C=CC=CC=2)=CC=1.C(OCC)(=O)C. The product is [C:1]([O:5][C:6]([N:8]1[CH2:13][CH2:12][CH:11]([C:14](=[O:23])[CH2:15][C:16]2[CH:21]=[CH:20][CH:19]=[CH:18][C:17]=2[C:26]2[CH:25]=[N:24][CH:29]=[CH:28][CH:27]=2)[CH2:10][CH2:9]1)=[O:7])([CH3:4])([CH3:3])[CH3:2]. The yield is 0.660. (4) The reactants are C([O:3][C:4]([C:6]12[CH2:24][CH:23]1[CH:22]=[CH:21][CH2:20][CH2:19][CH2:18][CH2:17][CH2:16][N:15]([CH2:25][C:26]1[CH:31]=[CH:30][C:29]([O:32][CH3:33])=[CH:28][CH:27]=1)[C:14](=[O:34])[N:13]1[CH:9]([CH2:10][CH:11]([O:35][C:36]3[C:45]4[C:40](=[C:41]([CH3:48])[C:42]([O:46][CH3:47])=[CH:43][CH:44]=4)[N:39]=[C:38]([C:49]4[S:50][CH:51]=[C:52]([CH:54]([CH3:56])[CH3:55])[N:53]=4)[CH:37]=3)[CH2:12]1)[C:8](=[O:57])[NH:7]2)=[O:5])C.[Li+].[OH-].C(O)(=O)CC(CC(O)=O)(C(O)=O)O. The catalyst is C1COCC1.CO.O. The product is [CH:54]([C:52]1[N:53]=[C:49]([C:38]2[CH:37]=[C:36]([O:35][CH:11]3[CH2:10][CH:9]4[N:13]([C:14](=[O:34])[N:15]([CH2:25][C:26]5[CH:27]=[CH:28][C:29]([O:32][CH3:33])=[CH:30][CH:31]=5)[CH2:16][CH2:17][CH2:18][CH2:19][CH2:20][CH:21]=[CH:22][CH:23]5[C:6]([C:4]([OH:5])=[O:3])([NH:7][C:8]4=[O:57])[CH2:24]5)[CH2:12]3)[C:45]3[C:40](=[C:41]([CH3:48])[C:42]([O:46][CH3:47])=[CH:43][CH:44]=3)[N:39]=2)[S:50][CH:51]=1)([CH3:56])[CH3:55]. The yield is 0.600. (5) The product is [CH3:34][O:33][C:27]1[CH:26]=[C:25]([CH:30]=[CH:29][C:28]=1[O:31][CH3:32])[C:24]([N:17]1[C:18]2[C:23](=[CH:22][CH:21]=[CH:20][CH:19]=2)[CH:14]([N:12]2[C:11]3[CH:10]=[CH:9][CH:8]=[CH:7][C:6]=3[C:5]3[C:13]2=[CH:1][CH:2]=[CH:3][CH:4]=3)[CH2:15][CH:16]1[CH2:36][CH2:37][CH2:38][CH2:39][CH2:40][N:52]1[CH2:51][CH2:50][N:49]([C:46]2[CH:45]=[CH:44][C:43]([F:42])=[CH:48][CH:47]=2)[CH2:54][CH2:53]1)=[O:35]. The yield is 0.510. No catalyst specified. The reactants are [CH:1]1[C:13]2[N:12]([CH:14]3[C:23]4[C:18](=[CH:19][CH:20]=[CH:21][CH:22]=4)[N:17]([C:24](=[O:35])[C:25]4[CH:30]=[CH:29][C:28]([O:31][CH3:32])=[C:27]([O:33][CH3:34])[CH:26]=4)[CH:16]([CH2:36][CH2:37][CH2:38][CH2:39][CH2:40]O)[CH2:15]3)[C:11]3[C:6](=[CH:7][CH:8]=[CH:9][CH:10]=3)[C:5]=2[CH:4]=[CH:3][CH:2]=1.[F:42][C:43]1[CH:48]=[CH:47][C:46]([N:49]2[CH2:54][CH2:53][NH:52][CH2:51][CH2:50]2)=[CH:45][CH:44]=1. (6) The reactants are [C:1]1([NH2:8])[CH:6]=[CH:5][CH:4]=[CH:3][C:2]=1[NH2:7].[OH-].[Na+].[C:11]([O:15][C:16](OC([O-])=O)=[O:17])([CH3:14])([CH3:13])[CH3:12]. The catalyst is O1CCOCC1. The product is [C:11]([O:15][C:16]([NH:7][C:2]1[CH:3]=[CH:4][CH:5]=[CH:6][C:1]=1[NH2:8])=[O:17])([CH3:14])([CH3:13])[CH3:12]. The yield is 0.328.